From a dataset of Peptide-MHC class I binding affinity with 185,985 pairs from IEDB/IMGT. Regression. Given a peptide amino acid sequence and an MHC pseudo amino acid sequence, predict their binding affinity value. This is MHC class I binding data. (1) The peptide sequence is LANSHQRSDS. The MHC is H-2-Db with pseudo-sequence H-2-Db. The binding affinity (normalized) is 0.443. (2) The peptide sequence is HPEIVIYQY. The MHC is HLA-B40:02 with pseudo-sequence HLA-B40:02. The binding affinity (normalized) is 0.